From a dataset of Reaction yield outcomes from USPTO patents with 853,638 reactions. Predict the reaction yield, written as a fraction of the theoretical maximum amount of product (1.0 means a 100% yield; for example, 0.34 means a 34% yield). (1) The reactants are Cl[C:2]1[CH:11]=[CH:10][C:9]2[C:4](=[CH:5][C:6]([C:13]3[CH:18]=[CH:17][C:16]([O:19][CH3:20])=[CH:15][CH:14]=3)=[N:7][C:8]=2[Cl:12])[N:3]=1.[CH2:21]([NH2:28])[C:22]1[CH:27]=[CH:26][CH:25]=[CH:24][CH:23]=1. The catalyst is COC(O)C. The product is [CH2:21]([NH:28][C:2]1[CH:11]=[CH:10][C:9]2[C:4](=[CH:5][C:6]([C:13]3[CH:18]=[CH:17][C:16]([O:19][CH3:20])=[CH:15][CH:14]=3)=[N:7][C:8]=2[Cl:12])[N:3]=1)[C:22]1[CH:27]=[CH:26][CH:25]=[CH:24][CH:23]=1. The yield is 0.300. (2) The reactants are [CH3:1][O:2][C:3]1[C:24]2[O:23][C:10]3[C:11](=[O:22])[N:12]([C@@H:14]([CH2:18][CH:19]([CH3:21])[CH3:20])[C:15](O)=[O:16])[CH2:13][C:9]=3[CH2:8][C:7]=2[C:6]([O:25][CH3:26])=[CH:5][CH:4]=1.[NH2:27][C:28]1[S:29][CH:30]=[CH:31][N:32]=1.ON1[C:38]2C=CC=[CH:42][C:37]=2N=N1. The catalyst is C(Cl)Cl.O. The product is [CH:19]1([CH2:18][C@H:14]([N:12]2[CH2:13][C:9]3[CH2:8][C:7]4[C:6]([O:25][CH3:26])=[CH:5][CH:4]=[C:3]([O:2][CH3:1])[C:24]=4[O:23][C:10]=3[C:11]2=[O:22])[C:15]([NH:27][C:28]2[S:29][CH:30]=[CH:31][N:32]=2)=[O:16])[CH2:20][CH2:42][CH2:37][CH2:38][CH2:21]1. The yield is 0.566. (3) The reactants are F.F.F.C(N(CC)CC)C.C(N(CC)CC)C.[Si]([O:35][CH2:36][C@H:37]1[O:41][C@@H:40]([N:42]2[CH:49]=[C:48]([CH3:50])[C:46](=[O:47])[NH:45][C:43]2=[O:44])[C@H:39]([O:51][CH2:52][CH2:53][O:54][N:55]([CH3:57])[CH3:56])[C@@H:38]1[OH:58])(C(C)(C)C)(C1C=CC=CC=1)C1C=CC=CC=1.CO. The product is [CH3:56][N:55]([CH3:57])[O:54][CH2:53][CH2:52][O:51][C@@H:39]1[C@H:38]([OH:58])[C@@H:37]([CH2:36][OH:35])[O:41][C@H:40]1[N:42]1[CH:49]=[C:48]([CH3:50])[C:46](=[O:47])[NH:45][C:43]1=[O:44]. The yield is 0.925. The catalyst is C1COCC1.C(Cl)Cl. (4) The reactants are [F:1][C:2]1[CH:23]=[CH:22][C:5]([C:6]([N:8]2[CH2:12][CH2:11][CH:10]([C:13](=[O:21])[C:14]3[CH:19]=[CH:18][C:17]([F:20])=[CH:16][CH:15]=3)[CH2:9]2)=[O:7])=[CH:4][CH:3]=1.[H-].[Na+].[CH3:26]I. No catalyst specified. The product is [F:1][C:2]1[CH:3]=[CH:4][C:5]([C:6]([N:8]2[CH2:12][CH2:11][C:10]([CH3:26])([C:13](=[O:21])[C:14]3[CH:19]=[CH:18][C:17]([F:20])=[CH:16][CH:15]=3)[CH2:9]2)=[O:7])=[CH:22][CH:23]=1. The yield is 0.280. (5) The reactants are [CH:1]1[C:10]2[C:5](=[CH:6][CH:7]=[CH:8][CH:9]=2)[CH:4]=[CH:3][C:2]=1[OH:11].F[C:13]1[CH:18]=[CH:17][C:16]([F:19])=[CH:15][C:14]=1[N+:20]([O-:22])=[O:21].[F:23][C:24]1[CH:25]=[CH:26][C:27]([O:31][C:32]2[CH:41]=[CH:40][C:39]3[C:34](=[CH:35][CH:36]=[CH:37][CH:38]=3)[CH:33]=2)=[C:28]([CH:30]=1)[NH2:29].[NH2:42][C:43]1[S:44][CH:45]=[CH:46][N:47]=1. No catalyst specified. The product is [F:19][C:16]1[CH:17]=[CH:18][C:13]([O:11][C:2]2[CH:3]=[CH:4][C:5]3[C:10](=[CH:9][CH:8]=[CH:7][CH:6]=3)[CH:1]=2)=[C:14]([N+:20]([O-:22])=[O:21])[CH:15]=1.[F:23][C:24]1[CH:25]=[CH:26][C:27]([O:31][C:32]2[CH:41]=[CH:40][C:39]3[C:34](=[CH:35][CH:36]=[CH:37][CH:38]=3)[CH:33]=2)=[C:28]([NH:29][C:2]([NH:42][C:43]2[S:44][CH:45]=[CH:46][N:47]=2)=[O:11])[CH:30]=1. The yield is 0.800. (6) The reactants are [Br:1][C:2]1[C:3](Cl)=[C:4]2[C:10]([C:11]3[CH:16]=[CH:15][CH:14]=[CH:13][C:12]=3[O:17][CH3:18])=[CH:9][N:8]([CH2:19][O:20][CH2:21][CH2:22][Si:23]([CH3:26])([CH3:25])[CH3:24])[C:5]2=[N:6][CH:7]=1.CO[CH:30]([OH:37])[C:31]1[CH:36]=[CH:35][CH:34]=[CH:33][CH:32]=1.[H-].[Na+].CN(C)[CH:42]=[O:43]. No catalyst specified. The product is [Br:1][C:2]1[C:3]([O:37][CH2:30][C:31]2[CH:32]=[CH:33][C:34]([O:43][CH3:42])=[CH:35][CH:36]=2)=[C:4]2[C:10]([C:11]3[CH:16]=[CH:15][CH:14]=[CH:13][C:12]=3[O:17][CH3:18])=[CH:9][N:8]([CH2:19][O:20][CH2:21][CH2:22][Si:23]([CH3:26])([CH3:25])[CH3:24])[C:5]2=[N:6][CH:7]=1. The yield is 0.740. (7) The reactants are [F:1][C:2]1[CH:3]=[C:4]([CH:7]=[CH:8][C:9]=1[O:10][CH2:11][C:12]1[CH:17]=[CH:16][C:15]([F:18])=[CH:14][N:13]=1)[CH:5]=O.[N+:19]([CH3:22])([O-:21])=[O:20].C([O-])(=O)C.[NH4+].[BH4-].[Na+]. The catalyst is O.C(O)(=O)C.CS(C)=O.C(OCC)(=O)C. The product is [F:18][C:15]1[CH:16]=[CH:17][C:12]([CH2:11][O:10][C:9]2[CH:8]=[CH:7][C:4]([CH2:5][CH2:22][N+:19]([O-:21])=[O:20])=[CH:3][C:2]=2[F:1])=[N:13][CH:14]=1. The yield is 0.460. (8) The reactants are [C:1]([O:5][C@@H:6]([C:11]1[C:40]([CH3:41])=[CH:39][C:38]2=[N:42][C:35]3=[CH:36][N:37]2[C:12]=1[N:13]1[CH2:48][CH2:47][C:16]([CH3:49])([O:17][CH2:18][CH:19]=[CH:20][CH2:21][C@H:22]([CH3:46])[O:23][C:24]2[CH:25]=[CH:26][C:27]([F:45])=[C:28]([F:44])[C:29]=2[C:30]2[CH:43]=[C:34]3[CH:33]=[CH:32][CH:31]=2)[CH2:15][CH2:14]1)[C:7]([O:9][CH3:10])=[O:8])([CH3:4])([CH3:3])[CH3:2].C(O[C@@H](C1C(C)=CC2=NC3=CN2C=1N1CCC(C)(OCCCC[C@H](C)OC2C=C(F)C=CC=2C2C=C3C=CC=2)CC1)C(OC)=O)(C)(C)C. No catalyst specified. The product is [C:1]([O:5][C@@H:6]([C:11]1[C:40]([CH3:41])=[CH:39][C:38]2=[N:42][C:35]3=[CH:36][N:37]2[C:12]=1[N:13]1[CH2:14][CH2:15][C:16]([CH3:49])([O:17][CH2:18][CH2:19][CH2:20][CH2:21][C@H:22]([CH3:46])[O:23][C:24]2[CH:25]=[CH:26][C:27]([F:45])=[C:28]([F:44])[C:29]=2[C:30]2[CH:43]=[C:34]3[CH:33]=[CH:32][CH:31]=2)[CH2:47][CH2:48]1)[C:7]([O:9][CH3:10])=[O:8])([CH3:4])([CH3:2])[CH3:3]. The yield is 0.698. (9) The reactants are [CH2:1]([O:8][NH:9][C@H:10]1[CH2:15][NH:14][C@H:13]([C:16]([NH:18][CH:19]2[CH2:24][CH2:23][N:22]([C:25]([O:27][CH2:28][C:29]3[CH:34]=[CH:33][CH:32]=[CH:31][CH:30]=3)=[O:26])[CH2:21][CH2:20]2)=[O:17])[CH2:12][CH2:11]1)[C:2]1[CH:7]=[CH:6][CH:5]=[CH:4][CH:3]=1.S(C1C=CC(C)=CC=1)([O-])(=O)=O.[C:46]([O-])(O)=[O:47].[Na+].CCN(C(C)C)C(C)C.ClC(Cl)(OC(=O)OC(Cl)(Cl)Cl)Cl.P(=O)(O)(O)O. The catalyst is ClCCl. The product is [CH2:1]([O:8][N:9]1[C:46](=[O:47])[N:14]2[CH2:15][C@H:10]1[CH2:11][CH2:12][C@H:13]2[C:16]([NH:18][CH:19]1[CH2:20][CH2:21][N:22]([C:25]([O:27][CH2:28][C:29]2[CH:34]=[CH:33][CH:32]=[CH:31][CH:30]=2)=[O:26])[CH2:23][CH2:24]1)=[O:17])[C:2]1[CH:7]=[CH:6][CH:5]=[CH:4][CH:3]=1. The yield is 0.940.